From a dataset of NCI-60 drug combinations with 297,098 pairs across 59 cell lines. Regression. Given two drug SMILES strings and cell line genomic features, predict the synergy score measuring deviation from expected non-interaction effect. Drug 1: CCC1(CC2CC(C3=C(CCN(C2)C1)C4=CC=CC=C4N3)(C5=C(C=C6C(=C5)C78CCN9C7C(C=CC9)(C(C(C8N6C=O)(C(=O)OC)O)OC(=O)C)CC)OC)C(=O)OC)O.OS(=O)(=O)O. Drug 2: CC12CCC3C(C1CCC2OP(=O)(O)O)CCC4=C3C=CC(=C4)OC(=O)N(CCCl)CCCl.[Na+]. Cell line: HOP-92. Synergy scores: CSS=2.60, Synergy_ZIP=2.82, Synergy_Bliss=6.46, Synergy_Loewe=1.48, Synergy_HSA=3.26.